Dataset: Forward reaction prediction with 1.9M reactions from USPTO patents (1976-2016). Task: Predict the product of the given reaction. Given the reactants [CH2:1]([C@H:8]1[N:13]([C:14]([C:16]2[N:17]=[CH:18][N:19]([CH:27]3[CH2:32][CH2:31][CH2:30][CH2:29][C:28]3=[O:33])[C:20]=2[C:21]2[CH:26]=[CH:25][CH:24]=[CH:23][CH:22]=2)=[O:15])[CH2:12][CH2:11][N:10]([C:34]([O:36][C:37]([CH3:40])([CH3:39])[CH3:38])=[O:35])[CH2:9]1)[C:2]1[CH:7]=[CH:6][CH:5]=[CH:4][CH:3]=1.[CH2:41]([Mg]Cl)[CH2:42][CH2:43][CH3:44].[Cl-].[NH4+], predict the reaction product. The product is: [CH2:1]([C@H:8]1[N:13]([C:14]([C:16]2[N:17]=[CH:18][N:19]([CH:27]3[CH2:32][CH2:31][CH2:30][CH2:29][C:28]3([CH2:41][CH2:42][CH2:43][CH3:44])[OH:33])[C:20]=2[C:21]2[CH:26]=[CH:25][CH:24]=[CH:23][CH:22]=2)=[O:15])[CH2:12][CH2:11][N:10]([C:34]([O:36][C:37]([CH3:40])([CH3:39])[CH3:38])=[O:35])[CH2:9]1)[C:2]1[CH:7]=[CH:6][CH:5]=[CH:4][CH:3]=1.